This data is from Reaction yield outcomes from USPTO patents with 853,638 reactions. The task is: Predict the reaction yield, written as a fraction of the theoretical maximum amount of product (1.0 means a 100% yield; for example, 0.34 means a 34% yield). (1) The reactants are [CH:1]([C:4]1[CH:11]=[CH:10][C:7]([CH2:8][OH:9])=[CH:6][CH:5]=1)([CH3:3])[CH3:2].[C:12](N1C=CN=C1)([N:14]1[CH:18]=[CH:17][N:16]=[CH:15]1)=[O:13]. The catalyst is C1(C)C=CC=CC=1. The product is [CH:1]([C:4]1[CH:5]=[CH:6][C:7]([CH2:8][O:9][C:12]([N:14]2[CH:18]=[CH:17][N:16]=[CH:15]2)=[O:13])=[CH:10][CH:11]=1)([CH3:3])[CH3:2]. The yield is 0.870. (2) The reactants are [CH:1]([C:3]1[CH:11]=[CH:10][C:6]([C:7]([OH:9])=[O:8])=[CH:5][C:4]=1[OH:12])=[O:2].S(Cl)(Cl)=O.[CH3:17]O. No catalyst specified. The product is [CH:1]([C:3]1[CH:11]=[CH:10][C:6]([C:7]([O:9][CH3:17])=[O:8])=[CH:5][C:4]=1[OH:12])=[O:2]. The yield is 0.850. (3) The reactants are [Br:1][C:2]1[CH:7]=[CH:6][CH:5]=[C:4]([N+:8]([O-])=O)[C:3]=1[O:11][CH3:12]. The catalyst is C(O)(=O)C.O.[Fe]. The product is [Br:1][C:2]1[C:3]([O:11][CH3:12])=[C:4]([NH2:8])[CH:5]=[CH:6][CH:7]=1. The yield is 0.990. (4) The reactants are [N:1]1([C:6]2[CH:7]=[C:8]3[C:13](=[CH:14][CH:15]=2)[N:12]=[C:11]([C:16]2[CH:21]=[CH:20][CH:19]=[CH:18][CH:17]=2)[N:10]=[CH:9]3)[CH:5]=[CH:4][N:3]=[CH:2]1.C([OH:24])C. No catalyst specified. The product is [OH2:24].[N:1]1([C:6]2[CH:7]=[C:8]3[C:13](=[CH:14][CH:15]=2)[N:12]=[C:11]([C:16]2[CH:21]=[CH:20][CH:19]=[CH:18][CH:17]=2)[N:10]=[CH:9]3)[CH:5]=[CH:4][N:3]=[CH:2]1. The yield is 0.750. (5) The reactants are [C:1]1([S:7][CH2:8][C@H:9]([NH:14][C:15]2[CH:20]=[CH:19][C:18]([S:21](=[O:24])(=[O:23])[NH2:22])=[CH:17][C:16]=2[S:25]([C:28]([F:31])([F:30])[F:29])(=[O:27])=[O:26])[CH2:10][C:11](O)=[O:12])[CH:6]=[CH:5][CH:4]=[CH:3][CH:2]=1.Cl.[Si:33]([O:50][CH2:51][C@@H:52]1[CH2:57][O:56][CH2:55][CH2:54][NH:53]1)([C:46]([CH3:49])([CH3:48])[CH3:47])([C:40]1[CH:45]=[CH:44][CH:43]=[CH:42][CH:41]=1)[C:34]1[CH:39]=[CH:38][CH:37]=[CH:36][CH:35]=1.CCN(C(C)C)C(C)C.CN(C(ON1N=NC2C=CC=NC1=2)=[N+](C)C)C.F[P-](F)(F)(F)(F)F. The catalyst is C(Cl)Cl. The product is [Si:33]([O:50][CH2:51][C@H:52]1[N:53]([C:11](=[O:12])[CH2:10][C@@H:9]([NH:14][C:15]2[CH:20]=[CH:19][C:18]([S:21]([NH2:22])(=[O:24])=[O:23])=[CH:17][C:16]=2[S:25]([C:28]([F:30])([F:31])[F:29])(=[O:27])=[O:26])[CH2:8][S:7][C:1]2[CH:6]=[CH:5][CH:4]=[CH:3][CH:2]=2)[CH2:54][CH2:55][O:56][CH2:57]1)([C:46]([CH3:47])([CH3:48])[CH3:49])([C:34]1[CH:35]=[CH:36][CH:37]=[CH:38][CH:39]=1)[C:40]1[CH:45]=[CH:44][CH:43]=[CH:42][CH:41]=1. The yield is 0.370. (6) The reactants are CN.O=C1C2C(=CC=CC=2)C(=O)[N:5]1[CH2:14][C:15]1[CH:23]=[CH:22][CH:21]=[CH:20][C:16]=1[C:17]([OH:19])=[O:18]. The catalyst is CCO. The product is [NH2:5][CH2:14][C:15]1[CH:23]=[CH:22][CH:21]=[CH:20][C:16]=1[C:17]([OH:19])=[O:18]. The yield is 0.810. (7) The reactants are [CH3:1][O:2][CH2:3][CH2:4][NH:5][C:6]1[CH:11]=[CH:10][C:9]([N+:12]([O-])=O)=[C:8]([CH3:15])[N:7]=1. The catalyst is [Zn].C(O)(=O)C. The product is [CH3:1][O:2][CH2:3][CH2:4][NH:5][C:6]1[CH:11]=[CH:10][C:9]([NH2:12])=[C:8]([CH3:15])[N:7]=1. The yield is 0.390. (8) The reactants are [CH3:1][C:2](OC(C)=O)=[O:3].[NH2:8][C:9]1[CH:14]=[CH:13][C:12]([CH2:15][CH2:16][CH:17]([CH2:22][CH2:23][CH2:24][C:25]2[CH:30]=[CH:29][CH:28]=[CH:27][CH:26]=2)[C:18]([O:20][CH3:21])=[O:19])=[CH:11][CH:10]=1.CCN(CC)CC.O. The catalyst is C(Cl)Cl. The product is [C:2]([NH:8][C:9]1[CH:10]=[CH:11][C:12]([CH2:15][CH2:16][CH:17]([CH2:22][CH2:23][CH2:24][C:25]2[CH:26]=[CH:27][CH:28]=[CH:29][CH:30]=2)[C:18]([O:20][CH3:21])=[O:19])=[CH:13][CH:14]=1)(=[O:3])[CH3:1]. The yield is 0.880. (9) The reactants are [CH2:1]([N:4]1[C:8](=[O:9])[NH:7][N:6]=[C:5]1[CH2:10][O:11][C:12]([C:25]1[CH:30]=[CH:29][CH:28]=[CH:27][CH:26]=1)([C:19]1[CH:24]=[CH:23][CH:22]=[CH:21][CH:20]=1)[C:13]1[CH:18]=[CH:17][CH:16]=[CH:15][CH:14]=1)[CH2:2][CH3:3].[F:31][C:32]([F:43])([F:42])[S:33][C:34]1[CH:41]=[CH:40][C:37]([CH2:38]Br)=[CH:36][CH:35]=1.C1CN2C(=NCCC2)NC1. The catalyst is CN(C)C=O. The product is [CH2:1]([N:4]1[C:8](=[O:9])[N:7]([CH2:38][C:37]2[CH:40]=[CH:41][C:34]([S:33][C:32]([F:43])([F:31])[F:42])=[CH:35][CH:36]=2)[N:6]=[C:5]1[CH2:10][O:11][C:12]([C:25]1[CH:30]=[CH:29][CH:28]=[CH:27][CH:26]=1)([C:19]1[CH:20]=[CH:21][CH:22]=[CH:23][CH:24]=1)[C:13]1[CH:18]=[CH:17][CH:16]=[CH:15][CH:14]=1)[CH2:2][CH3:3]. The yield is 0.820. (10) The reactants are [Cl:1][C:2]1[CH:9]=[CH:8][C:5]([C:6]#N)=[CH:4][N:3]=1.C1(C)C=CC=CC=1.CC(C[AlH]CC(C)C)C.[OH:26]S(O)(=O)=O. The catalyst is CO. The product is [Cl:1][C:2]1[N:3]=[CH:4][C:5]([CH:6]=[O:26])=[CH:8][CH:9]=1. The yield is 0.620.